From a dataset of Forward reaction prediction with 1.9M reactions from USPTO patents (1976-2016). Predict the product of the given reaction. (1) Given the reactants COC(C1C=C(NS(C2C=CC(C)=CC=2)(=O)=O)C2C(=C(OCC3C=CC=CC=3)C=CC=2)N=1)=O.[CH3:34][O:35][C:36]([C:38]1[CH:47]=[C:46]([O:48]CC2C=CC=CC=2)[C:45]2[C:40](=[C:41]([N+:62]([O-])=O)[CH:42]=[CH:43][C:44]=2[N:56]2[CH2:61][CH2:60][CH2:59][CH2:58][CH2:57]2)[N:39]=1)=[O:37], predict the reaction product. The product is: [CH3:34][O:35][C:36]([C:38]1[CH:47]=[C:46]([OH:48])[C:45]2[C:40](=[C:41]([NH2:62])[CH:42]=[CH:43][C:44]=2[N:56]2[CH2:61][CH2:60][CH2:59][CH2:58][CH2:57]2)[N:39]=1)=[O:37]. (2) Given the reactants [NH:1]1[C:9]2[C:4](=[CH:5][C:6]([C:10]([O:12][CH3:13])=[O:11])=[CH:7][CH:8]=2)[CH2:3][C:2]1=[O:14].[Br:15][C:16]1[C:20]([CH3:22])([CH3:21])[O:19][C:18](=O)[CH:17]=1.[Li+].C[Si]([N-][Si](C)(C)C)(C)C.C1COCC1, predict the reaction product. The product is: [Br:15][C:16]1[C:20]([CH3:22])([CH3:21])[O:19]/[C:18](=[C:3]2/[C:2](=[O:14])[NH:1][C:9]3[C:4]/2=[CH:5][C:6]([C:10]([O:12][CH3:13])=[O:11])=[CH:7][CH:8]=3)/[CH:17]=1. (3) Given the reactants [Cl:1][C:2]1[CH:7]=[C:6]([F:8])[CH:5]=[CH:4][C:3]=1[CH:9]1[CH2:14][CH:13]([OH:15])[CH2:12][N:11]([NH:16]C(=O)OC(C)(C)C)[C:10]1=[O:24], predict the reaction product. The product is: [NH2:16][N:11]1[CH2:12][CH:13]([OH:15])[CH2:14][CH:9]([C:3]2[CH:4]=[CH:5][C:6]([F:8])=[CH:7][C:2]=2[Cl:1])[C:10]1=[O:24]. (4) Given the reactants C([O:3][C:4]([C:6]1[N:7]=[N:8][N:9]([CH2:11][C:12]2[CH:17]=[CH:16][C:15]([CH2:18][OH:19])=[CH:14][CH:13]=2)[CH:10]=1)=[O:5])C.O.[OH-].[Li+], predict the reaction product. The product is: [OH:19][CH2:18][C:15]1[CH:16]=[CH:17][C:12]([CH2:11][N:9]2[CH:10]=[C:6]([C:4]([OH:5])=[O:3])[N:7]=[N:8]2)=[CH:13][CH:14]=1.